Dataset: Full USPTO retrosynthesis dataset with 1.9M reactions from patents (1976-2016). Task: Predict the reactants needed to synthesize the given product. Given the product [O:1]1[C:5]2[CH:6]=[CH:7][CH:8]=[CH:9][C:4]=2[C:3]([S:10]([NH2:14])(=[O:12])=[O:11])=[CH:2]1, predict the reactants needed to synthesize it. The reactants are: [O:1]1[C:5]2[CH:6]=[CH:7][CH:8]=[CH:9][C:4]=2[C:3]([S:10](Cl)(=[O:12])=[O:11])=[CH:2]1.[NH3:14].